From a dataset of Forward reaction prediction with 1.9M reactions from USPTO patents (1976-2016). Predict the product of the given reaction. (1) Given the reactants [N:1]1[CH:6]=[CH:5][C:4]([CH:7]([N:10]2C(=O)C3C(=CC=CC=3)C2=O)[CH2:8][CH3:9])=[CH:3][N:2]=1.O.NN, predict the reaction product. The product is: [N:1]1[CH:6]=[CH:5][C:4]([CH:7]([NH2:10])[CH2:8][CH3:9])=[CH:3][N:2]=1. (2) The product is: [Br:14][C:13]1[CH:12]=[CH:11][CH:10]=[C:3]2[C:2]=1[NH:1][C:15](=[O:16])[N:6]([CH:7]([CH3:9])[CH3:8])[C:4]2=[O:5]. Given the reactants [NH2:1][C:2]1[C:13]([Br:14])=[CH:12][CH:11]=[CH:10][C:3]=1[C:4]([NH:6][CH:7]([CH3:9])[CH3:8])=[O:5].[C:15](OC(Cl)(Cl)Cl)(OC(Cl)(Cl)Cl)=[O:16].O, predict the reaction product.